The task is: Predict the product of the given reaction.. This data is from Forward reaction prediction with 1.9M reactions from USPTO patents (1976-2016). (1) Given the reactants [Br:1]N1C(=O)CCC1=O.[Cl:9][C:10]1[CH:11]=[C:12]([NH2:21])[CH:13]=[CH:14][C:15]=1[O:16][C:17]([F:20])([F:19])[F:18], predict the reaction product. The product is: [Br:1][C:13]1[CH:14]=[C:15]([O:16][C:17]([F:19])([F:20])[F:18])[C:10]([Cl:9])=[CH:11][C:12]=1[NH2:21]. (2) Given the reactants Br[C:2]1[C:19]2[C:10](=[CH:11][C:12]3[C:17]([CH:18]=2)=[CH:16][CH:15]=[CH:14][CH:13]=3)[CH:9]=[C:8]2[C:3]=1[CH:4]=[CH:5][CH:6]=[CH:7]2.C1(P(C2C=CC=CC=2)C2C=CC=CC=2OC2C=CC=CC=2P(C2C=CC=CC=2)C2C=CC=CC=2)C=CC=CC=1.[CH3:59][O:60][C:61]([C:63]1[CH:68]=[CH:67][CH:66]=[CH:65][C:64]=1B(O)O)=[O:62].C(=O)([O-])[O-].[K+].[K+], predict the reaction product. The product is: [CH3:59][O:60][C:61](=[O:62])[C:63]1[CH:68]=[CH:67][CH:66]=[CH:65][C:64]=1[C:9]1[C:10]2[C:19](=[CH:18][C:17]3[C:12]([CH:11]=2)=[CH:13][CH:14]=[CH:15][CH:16]=3)[CH:2]=[C:3]2[C:8]=1[CH:7]=[CH:6][CH:5]=[CH:4]2. (3) Given the reactants [C:1]1([C@H:7]([NH:10][C:11]([C:13]2[CH:14]=[CH:15][N:16]3[CH2:21][CH2:20][O:19][CH2:18][C:17]=23)=[O:12])[CH2:8][CH3:9])[CH:6]=[CH:5][CH:4]=[CH:3][CH:2]=1.[Cl:22][C:23]([Cl:28])([Cl:27])[C:24](Cl)=[O:25], predict the reaction product. The product is: [C:1]1([C@H:7]([NH:10][C:11]([C:13]2[CH:14]=[C:15]([C:24](=[O:25])[C:23]([Cl:28])([Cl:27])[Cl:22])[N:16]3[CH2:21][CH2:20][O:19][CH2:18][C:17]=23)=[O:12])[CH2:8][CH3:9])[CH:6]=[CH:5][CH:4]=[CH:3][CH:2]=1. (4) Given the reactants C(OC([N:8]1[CH2:12][C@H:11]([S:13][C:14]([C:27]2[CH:32]=[CH:31][CH:30]=[CH:29][CH:28]=2)([C:21]2[CH:26]=[CH:25][CH:24]=[CH:23][CH:22]=2)[C:15]2[CH:20]=[CH:19][CH:18]=[CH:17][CH:16]=2)[CH2:10][C@H:9]1[CH2:33][OH:34])=O)(C)(C)C.[CH2:35](Br)[C:36]1[CH:41]=[CH:40][CH:39]=[CH:38][CH:37]=1, predict the reaction product. The product is: [CH2:35]([O:34][CH2:33][C@@H:9]1[CH2:10][C@@H:11]([S:13][C:14]([C:21]2[CH:26]=[CH:25][CH:24]=[CH:23][CH:22]=2)([C:15]2[CH:16]=[CH:17][CH:18]=[CH:19][CH:20]=2)[C:27]2[CH:32]=[CH:31][CH:30]=[CH:29][CH:28]=2)[CH2:12][NH:8]1)[C:36]1[CH:41]=[CH:40][CH:39]=[CH:38][CH:37]=1. (5) Given the reactants [F:1][C:2]([F:24])([F:23])[C:3]1[CH:4]=[CH:5][C:6]([NH:9][CH:10]2[CH2:15][CH2:14][N:13](C(OC(C)(C)C)=O)[CH2:12][CH2:11]2)=[N:7][CH:8]=1.FC(F)(F)C(O)=O, predict the reaction product. The product is: [NH:13]1[CH2:12][CH2:11][CH:10]([NH:9][C:6]2[CH:5]=[CH:4][C:3]([C:2]([F:23])([F:1])[F:24])=[CH:8][N:7]=2)[CH2:15][CH2:14]1. (6) Given the reactants [S:1]1[C:5]2[CH:6]=[CH:7][CH:8]=[CH:9][C:4]=2[N:3]=[C:2]1[CH:10]([C:12]1[CH:17]=[CH:16][CH:15]=[C:14](Br)[CH:13]=1)[OH:11].[CH3:19][O:20][C:21]1[CH:26]=[CH:25][C:24](B(O)O)=[CH:23][CH:22]=1.C(=O)([O-])[O-].[K+].[K+].O, predict the reaction product. The product is: [S:1]1[C:5]2[CH:6]=[CH:7][CH:8]=[CH:9][C:4]=2[N:3]=[C:2]1[CH:10]([C:12]1[CH:13]=[C:14]([C:24]2[CH:25]=[CH:26][C:21]([O:20][CH3:19])=[CH:22][CH:23]=2)[CH:15]=[CH:16][CH:17]=1)[OH:11]. (7) Given the reactants [N:1]1[CH:6]=[CH:5][CH:4]=[CH:3][C:2]=1[CH:7]=O.[CH2:9]([NH2:11])[CH3:10], predict the reaction product. The product is: [CH2:9]([NH:11][CH2:7][C:2]1[CH:3]=[CH:4][CH:5]=[CH:6][N:1]=1)[CH3:10].